Dataset: Forward reaction prediction with 1.9M reactions from USPTO patents (1976-2016). Task: Predict the product of the given reaction. Given the reactants [NH2:1][C:2]1[C:7]([C:8]#[N:9])=[CH:6][CH:5]=[CH:4][N:3]=1.[N-:10]=[N+:11]=[N-:12].[Na+].[Cl-].[NH4+], predict the reaction product. The product is: [NH3:1].[N:9]1[NH:10][N:11]=[N:12][C:8]=1[C:7]1[C:2]([NH2:1])=[N:3][CH:4]=[CH:5][CH:6]=1.